This data is from Reaction yield outcomes from USPTO patents with 853,638 reactions. The task is: Predict the reaction yield, written as a fraction of the theoretical maximum amount of product (1.0 means a 100% yield; for example, 0.34 means a 34% yield). (1) The reactants are [CH3:1][O:2][C:3](=[O:20])[NH:4][C:5]1[S:6][C:7]2[C:13]([C:14](=O)[CH2:15]Br)=[CH:12][CH:11]=[C:10]([O:18][CH3:19])[C:8]=2[N:9]=1.[C:21]([O:25][C:26]([NH:28][C:29]([NH2:31])=[NH:30])=[O:27])([CH3:24])([CH3:23])[CH3:22]. The catalyst is C(#N)C. The product is [CH3:1][O:2][C:3](=[O:20])[NH:4][C:5]1[S:6][C:7]2[C:13]([C:14]3[N:31]=[C:29]([NH:28][C:26]([O:25][C:21]([CH3:24])([CH3:23])[CH3:22])=[O:27])[NH:30][CH:15]=3)=[CH:12][CH:11]=[C:10]([O:18][CH3:19])[C:8]=2[N:9]=1. The yield is 0.170. (2) The reactants are [Cl:1][C:2]1[CH:7]=[CH:6][C:5]([N+:8]([O-:10])=[O:9])=[CH:4][C:3]=1[N:11]=[C:12](Cl)Cl.[CH2:15]([NH2:19])[CH2:16][CH2:17][NH2:18]. The catalyst is O1CCCC1. The product is [Cl:1][C:2]1[CH:7]=[CH:6][C:5]([N+:8]([O-:10])=[O:9])=[CH:4][C:3]=1[N:11]=[C:12]1[NH:19][CH2:15][CH2:16][CH2:17][NH:18]1. The yield is 0.980. (3) The reactants are [CH:1]1([CH:7]([C:9]2[S:10][C:11]3[CH:18]=[CH:17][C:16]([C:19]([F:22])([F:21])[F:20])=[CH:15][C:12]=3[C:13]=2[CH3:14])O)[CH2:6][CH2:5][CH2:4][CH2:3][CH2:2]1.S(Cl)([Cl:25])=O.C(=O)([O-])O.[Na+]. The catalyst is C1(C)C=CC=CC=1. The product is [Cl:25][CH:7]([CH:1]1[CH2:6][CH2:5][CH2:4][CH2:3][CH2:2]1)[C:9]1[S:10][C:11]2[CH:18]=[CH:17][C:16]([C:19]([F:22])([F:21])[F:20])=[CH:15][C:12]=2[C:13]=1[CH3:14]. The yield is 0.890. (4) The reactants are [C:1]([O:5][C:6]([N:8]([O:30][C:31]([O:33][C:34]([CH3:37])([CH3:36])[CH3:35])=[O:32])[C:9]1([CH3:29])[C:13](=[O:14])[N:12]([CH3:15])[N:11]=[C:10]1[C:16]1[CH:21]=[CH:20][C:19]([S:22]([CH3:24])=[O:23])=[C:18]([C:25]([F:28])([F:27])[F:26])[CH:17]=1)=[O:7])([CH3:4])([CH3:3])[CH3:2].C1C=C(Cl)C=C(C(OO)=[O:46])C=1. The catalyst is C(Cl)Cl. The product is [C:1]([O:5][C:6]([N:8]([O:30][C:31]([O:33][C:34]([CH3:37])([CH3:36])[CH3:35])=[O:32])[C:9]1([CH3:29])[C:13](=[O:14])[N:12]([CH3:15])[N:11]=[C:10]1[C:16]1[CH:21]=[CH:20][C:19]([S:22]([CH3:24])(=[O:46])=[O:23])=[C:18]([C:25]([F:28])([F:27])[F:26])[CH:17]=1)=[O:7])([CH3:4])([CH3:2])[CH3:3]. The yield is 0.890. (5) The reactants are I[C:2]1[CH:3]=[CH:4][C:5]2[N:6]([CH:8]=[C:9]([C:11]([NH:13][CH3:14])=[O:12])[N:10]=2)[N:7]=1.C(=O)([O-])[O-].[K+].[K+].[NH2:21][C:22]1[CH:23]=[C:24]([OH:28])[CH:25]=[CH:26][CH:27]=1. The catalyst is CN(C)C=O. The product is [NH2:21][C:22]1[CH:23]=[C:24]([CH:25]=[CH:26][CH:27]=1)[O:28][C:2]1[CH:3]=[CH:4][C:5]2[N:6]([CH:8]=[C:9]([C:11]([NH:13][CH3:14])=[O:12])[N:10]=2)[N:7]=1. The yield is 0.360. (6) The reactants are [CH:1]1([C:4]2[NH:8][N:7]=[C:6]([NH:9][C:10]3[C:11]4[CH:29]=[CH:28][CH:27]=[N:26][C:12]=4[N:13]=[C:14]([NH:16][C@H:17]([C:19]4[CH:24]=[CH:23][C:22]([F:25])=[CH:21][CH:20]=4)[CH3:18])[N:15]=3)[CH:5]=2)[CH2:3][CH2:2]1. The catalyst is [Pt]=O.CCO. The product is [CH:1]1([C:4]2[NH:8][N:7]=[C:6]([NH:9][C:10]3[C:11]4[CH2:29][CH2:28][CH2:27][NH:26][C:12]=4[N:13]=[C:14]([NH:16][C@H:17]([C:19]4[CH:20]=[CH:21][C:22]([F:25])=[CH:23][CH:24]=4)[CH3:18])[N:15]=3)[CH:5]=2)[CH2:2][CH2:3]1. The yield is 0.830.